This data is from Catalyst prediction with 721,799 reactions and 888 catalyst types from USPTO. The task is: Predict which catalyst facilitates the given reaction. (1) Reactant: Cl.Cl.[NH2:3][C:4]1[CH:36]=[CH:35][C:7]([O:8][C:9]2[CH:10]=[CH:11][C:12]3[N:16]=[C:15]([CH2:17][O:18][C:19]4[CH:32]=[CH:31][C:22]([CH2:23][CH:24]5[S:28][C:27](=[O:29])[NH:26][C:25]5=[O:30])=[CH:21][CH:20]=4)[N:14]([CH3:33])[C:13]=3[CH:34]=2)=[CH:6][CH:5]=1.[C:37]([C:41]1[CH:42]=[C:43]([CH:47]=[C:48]([C:51]([CH3:54])([CH3:53])[CH3:52])[C:49]=1[OH:50])[C:44](O)=[O:45])([CH3:40])([CH3:39])[CH3:38].C(N(CC)CC)C.Cl.C(N=C=NCCCN(C)C)C. Product: [C:51]([C:48]1[CH:47]=[C:43]([CH:42]=[C:41]([C:37]([CH3:40])([CH3:39])[CH3:38])[C:49]=1[OH:50])[C:44]([NH:3][C:4]1[CH:36]=[CH:35][C:7]([O:8][C:9]2[CH:10]=[CH:11][C:12]3[N:16]=[C:15]([CH2:17][O:18][C:19]4[CH:32]=[CH:31][C:22]([CH2:23][CH:24]5[S:28][C:27](=[O:29])[NH:26][C:25]5=[O:30])=[CH:21][CH:20]=4)[N:14]([CH3:33])[C:13]=3[CH:34]=2)=[CH:6][CH:5]=1)=[O:45])([CH3:54])([CH3:53])[CH3:52]. The catalyst class is: 9. (2) Reactant: FC(F)(F)S(OS(C(F)(F)F)(=O)=O)(=O)=O.[NH2:16][C:17](=O)[CH2:18][C:19]([CH3:26])([CH3:25])[CH2:20][C:21]([O:23][CH3:24])=[O:22].C(N(CC)CC)C.O. Product: [C:17]([CH2:18][C:19]([CH3:26])([CH3:25])[CH2:20][C:21]([O:23][CH3:24])=[O:22])#[N:16]. The catalyst class is: 2.